Predict the reaction yield, written as a fraction of the theoretical maximum amount of product (1.0 means a 100% yield; for example, 0.34 means a 34% yield). From a dataset of Reaction yield outcomes from USPTO patents with 853,638 reactions. (1) The reactants are [I:1][C:2]1[C:10]2[C:5](=[C:6]([CH3:11])[CH:7]=[CH:8][CH:9]=2)[NH:4][N:3]=1.Br[CH2:13][CH2:14][CH3:15]. No catalyst specified. The product is [I:1][C:2]1[C:10]2[C:5](=[C:6]([CH3:11])[CH:7]=[CH:8][CH:9]=2)[N:4]([CH2:13][CH2:14][CH3:15])[N:3]=1. The yield is 0.620. (2) The reactants are FC(F)(F)C(O)=O.[CH3:8][O:9][C:10](=[O:30])[CH2:11][C:12]1[C:21]([CH3:22])=[C:20]([CH:23]2[CH2:28][CH2:27][NH:26][CH2:25][CH2:24]2)[C:19]2[C:14](=[CH:15][CH:16]=[C:17]([F:29])[CH:18]=2)[CH:13]=1.C(N(CC)C(C)C)(C)C.[Cl:40][C:41]1[CH:46]=[CH:45][C:44]([CH2:47][S:48](Cl)(=[O:50])=[O:49])=[CH:43][CH:42]=1. The catalyst is C(Cl)Cl.O. The product is [CH3:8][O:9][C:10](=[O:30])[CH2:11][C:12]1[C:21]([CH3:22])=[C:20]([CH:23]2[CH2:24][CH2:25][N:26]([S:48]([CH2:47][C:44]3[CH:45]=[CH:46][C:41]([Cl:40])=[CH:42][CH:43]=3)(=[O:49])=[O:50])[CH2:27][CH2:28]2)[C:19]2[C:14](=[CH:15][CH:16]=[C:17]([F:29])[CH:18]=2)[CH:13]=1. The yield is 0.240. (3) The reactants are [F:1][C:2]1[CH:7]=[CH:6][C:5]([C:8]2[O:9][C:10]3[CH:20]=[C:19]([N+:21]([O-])=O)[C:18]([C:24]4[CH:25]=[C:26]([CH:32]=[CH:33][CH:34]=4)[C:27]([O:29][CH2:30][CH3:31])=[O:28])=[CH:17][C:11]=3[C:12]=2[C:13](=[O:16])[NH:14][CH3:15])=[CH:4][CH:3]=1. The catalyst is CCO.CC(O)=O.CCOC(C)=O.[Fe]. The product is [NH2:21][C:19]1[C:18]([C:24]2[CH:25]=[C:26]([CH:32]=[CH:33][CH:34]=2)[C:27]([O:29][CH2:30][CH3:31])=[O:28])=[CH:17][C:11]2[C:12]([C:13](=[O:16])[NH:14][CH3:15])=[C:8]([C:5]3[CH:4]=[CH:3][C:2]([F:1])=[CH:7][CH:6]=3)[O:9][C:10]=2[CH:20]=1. The yield is 0.880.